Dataset: TCR-epitope binding with 47,182 pairs between 192 epitopes and 23,139 TCRs. Task: Binary Classification. Given a T-cell receptor sequence (or CDR3 region) and an epitope sequence, predict whether binding occurs between them. The epitope is YLDAYNMMI. The TCR CDR3 sequence is CASSHLEGLGEQNEQYF. Result: 1 (the TCR binds to the epitope).